Dataset: Forward reaction prediction with 1.9M reactions from USPTO patents (1976-2016). Task: Predict the product of the given reaction. (1) Given the reactants [Cl:1][C:2]1[CH:3]=[C:4]([NH:17][C:18]2[C:27]3[C:22](=[CH:23][CH:24]=[C:25](C=O)[CH:26]=3)[N:21]=[CH:20][N:19]=2)[CH:5]=[CH:6][C:7]=1[O:8][CH2:9][C:10]1[CH:15]=[CH:14][CH:13]=[C:12]([F:16])[CH:11]=1.C(OC([CH2:37][CH2:38][NH:39][CH2:40][CH2:41][O:42][NH2:43])=O)(C)(C)C.Cl.[C:45](=[O:48])(O)[O-:46].[Na+], predict the reaction product. The product is: [Cl:1][C:2]1[CH:3]=[C:4]([NH:17][C:18]2[C:27]3[CH2:26][C:25](=[N:43][O:42][CH2:41][CH2:40][N:39]([C:45]([O:46][C:10]([CH3:15])([CH3:11])[CH3:9])=[O:48])[CH2:38][CH3:37])[CH:24]=[CH:23][C:22]=3[N:21]=[CH:20][N:19]=2)[CH:5]=[CH:6][C:7]=1[O:8][CH2:9][C:10]1[CH:15]=[CH:14][CH:13]=[C:12]([F:16])[CH:11]=1. (2) Given the reactants [F:1][C:2]1[CH:3]=[C:4]([C:33]([F:36])([F:35])[F:34])[CH:5]=[C:6]([C:8]2[O:9][CH:10]=[C:11]([CH2:13][O:14][C:15]3[CH:24]=[C:23]4[C:18]([C:19](=[O:32])[C:20]([C:25]5[CH:30]=[CH:29][C:28]([OH:31])=[CH:27][CH:26]=5)=[CH:21][O:22]4)=[CH:17][CH:16]=3)[N:12]=2)[CH:7]=1.[P:37]([O:49][CH2:50]Cl)([O:44][C:45]([CH3:48])([CH3:47])[CH3:46])([O:39][C:40]([CH3:43])([CH3:42])[CH3:41])=[O:38].CC(C)([O-])C.[K+].[I-].[Na+], predict the reaction product. The product is: [P:37]([O:49][CH2:50][O:31][C:28]1[CH:27]=[CH:26][C:25]([C:20]2[C:19](=[O:32])[C:18]3[C:23](=[CH:24][C:15]([O:14][CH2:13][C:11]4[N:12]=[C:8]([C:6]5[CH:7]=[C:2]([F:1])[CH:3]=[C:4]([C:33]([F:34])([F:36])[F:35])[CH:5]=5)[O:9][CH:10]=4)=[CH:16][CH:17]=3)[O:22][CH:21]=2)=[CH:30][CH:29]=1)([O:39][C:40]([CH3:43])([CH3:42])[CH3:41])([O:44][C:45]([CH3:46])([CH3:47])[CH3:48])=[O:38]. (3) Given the reactants [Cl:1][C:2]1[N:10]=[C:9]([F:11])[N:8]=[C:7]2[C:3]=1[N:4]=[CH:5][NH:6]2.[CH3:12][CH:13](O)[CH3:14].C1(P(C2C=CC=CC=2)C2C=CC=CC=2)C=CC=CC=1.N(C(OC(C)(C)C)=O)=NC(OC(C)(C)C)=O, predict the reaction product. The product is: [Cl:1][C:2]1[N:10]=[C:9]([F:11])[N:8]=[C:7]2[C:3]=1[N:4]=[CH:5][N:6]2[CH:13]([CH3:14])[CH3:12]. (4) Given the reactants [CH3:1][N:2]1[C:11]2[C:6](=[CH:7][C:8]([C:12]3[CH:13]=[C:14]([CH2:18][C:19]([OH:21])=O)[CH:15]=[N:16][CH:17]=3)=[CH:9][CH:10]=2)[CH2:5][CH2:4][C:3]1=[O:22].[NH2:23][C:24]1[CH:29]=[CH:28][CH:27]=[C:26]([CH3:30])[N:25]=1.CN(C(ON1N=NC2C=CC=CC1=2)=[N+](C)C)C.[B-](F)(F)(F)F.CCN(C(C)C)C(C)C.C([O-])(O)=O.[Na+], predict the reaction product. The product is: [CH3:1][N:2]1[C:11]2[C:6](=[CH:7][C:8]([C:12]3[CH:13]=[C:14]([CH2:18][C:19]([NH:23][C:24]4[CH:29]=[CH:28][CH:27]=[C:26]([CH3:30])[N:25]=4)=[O:21])[CH:15]=[N:16][CH:17]=3)=[CH:9][CH:10]=2)[CH2:5][CH2:4][C:3]1=[O:22]. (5) Given the reactants [CH:1]1([CH:7]([CH3:12])[C:8]([O:10]C)=[O:9])[CH2:6][CH2:5][CH2:4][CH2:3][CH2:2]1.O.[OH-].[Li+], predict the reaction product. The product is: [CH:1]1([CH:7]([CH3:12])[C:8]([OH:10])=[O:9])[CH2:6][CH2:5][CH2:4][CH2:3][CH2:2]1. (6) Given the reactants [CH2:1]([O:4][C:5]1[C:14]([CH3:15])=[CH:13][C:8]([C:9](=[NH:12])[NH:10][OH:11])=[CH:7][C:6]=1[CH3:16])[CH:2]=[CH2:3].[Cl:17][C:18]1[C:19]2[N:20]([CH:28]=[C:29]([C:31](O)=O)[N:30]=2)[CH:21]=[C:22]([C:24]([F:27])([F:26])[F:25])[CH:23]=1.CCN=C=NCCCN(C)C.Cl.C1C=CC2N(O)N=NC=2C=1, predict the reaction product. The product is: [CH2:1]([O:4][C:5]1[C:14]([CH3:15])=[CH:13][C:8]([C:9]2[N:12]=[C:31]([C:29]3[N:30]=[C:19]4[C:18]([Cl:17])=[CH:23][C:22]([C:24]([F:25])([F:26])[F:27])=[CH:21][N:20]4[CH:28]=3)[O:11][N:10]=2)=[CH:7][C:6]=1[CH3:16])[CH:2]=[CH2:3]. (7) Given the reactants [F:1][C:2]1[CH:3]=[C:4]([CH:6]=[CH:7][C:8]=1[O:9][C:10]1[CH:15]=[CH:14][N:13]=[C:12]2[CH:16]=[C:17](I)[S:18][C:11]=12)[NH2:5].C([Sn](CCCC)(CCCC)[C:25]1[O:26][CH:27]=[CH:28][CH:29]=1)CCC.O1CCOCC1, predict the reaction product. The product is: [F:1][C:2]1[CH:3]=[C:4]([NH2:5])[CH:6]=[CH:7][C:8]=1[O:9][C:10]1[CH:15]=[CH:14][N:13]=[C:12]2[CH:16]=[C:17]([C:25]3[O:26][CH:27]=[CH:28][CH:29]=3)[S:18][C:11]=12. (8) Given the reactants [CH2:1]([O:3][C:4]([C:6]1[S:10][C:9]2[CH:11]=[CH:12][C:13](I)=[CH:14][C:8]=2[CH:7]=1)=[O:5])[CH3:2].C([Mg]Br)(C)C.CN(C1C=CC=CN=1)[CH:23]=[O:24].Cl, predict the reaction product. The product is: [CH2:1]([O:3][C:4]([C:6]1[S:10][C:9]2[CH:11]=[CH:12][C:13]([CH:23]=[O:24])=[CH:14][C:8]=2[CH:7]=1)=[O:5])[CH3:2]. (9) Given the reactants O[C:2]([CH2:4][CH2:5][S:6][C:7]1[CH:16]=[C:15]([Cl:17])[CH:14]=[CH:13][C:8]=1[C:9]([O:11][CH3:12])=[O:10])=[O:3], predict the reaction product. The product is: [Cl:17][C:15]1[CH:14]=[CH:13][C:8]([C:9]([O:11][CH3:12])=[O:10])=[C:7]2[C:16]=1[C:2](=[O:3])[CH2:4][CH2:5][S:6]2. (10) Given the reactants [F:1][C:2]([F:26])([F:25])[C:3]1[CH:8]=[CH:7][C:6]([C:9]2[O:13][C:12]([C:14]3[CH:24]=[CH:23][C:17]([C:18]([O:20]CC)=[O:19])=[CH:16][CH:15]=3)=[CH:11][CH:10]=2)=[CH:5][CH:4]=1.[OH-].[Na+].O1CCCC1.Cl, predict the reaction product. The product is: [F:25][C:2]([F:1])([F:26])[C:3]1[CH:4]=[CH:5][C:6]([C:9]2[O:13][C:12]([C:14]3[CH:24]=[CH:23][C:17]([C:18]([OH:20])=[O:19])=[CH:16][CH:15]=3)=[CH:11][CH:10]=2)=[CH:7][CH:8]=1.